From a dataset of NCI-60 drug combinations with 297,098 pairs across 59 cell lines. Regression. Given two drug SMILES strings and cell line genomic features, predict the synergy score measuring deviation from expected non-interaction effect. Drug 1: CS(=O)(=O)CCNCC1=CC=C(O1)C2=CC3=C(C=C2)N=CN=C3NC4=CC(=C(C=C4)OCC5=CC(=CC=C5)F)Cl. Drug 2: CC1C(C(CC(O1)OC2CC(CC3=C2C(=C4C(=C3O)C(=O)C5=CC=CC=C5C4=O)O)(C(=O)C)O)N)O. Cell line: HCT-15. Synergy scores: CSS=45.9, Synergy_ZIP=6.24, Synergy_Bliss=8.38, Synergy_Loewe=-13.6, Synergy_HSA=9.03.